From a dataset of CYP3A4 inhibition data for predicting drug metabolism from PubChem BioAssay. Regression/Classification. Given a drug SMILES string, predict its absorption, distribution, metabolism, or excretion properties. Task type varies by dataset: regression for continuous measurements (e.g., permeability, clearance, half-life) or binary classification for categorical outcomes (e.g., BBB penetration, CYP inhibition). Dataset: cyp3a4_veith. (1) The molecule is Cc1oncc1C(=O)Nc1ccc(C(F)(F)F)cc1. The result is 1 (inhibitor). (2) The compound is CN(C)c1ncc2nc(-c3cccc(C#N)c3)c(=O)n(CCC#N)c2n1. The result is 0 (non-inhibitor). (3) The molecule is CC(C)(C)c1ccc(C(=O)NCCC(=O)NCc2ccco2)cc1. The result is 1 (inhibitor). (4) The molecule is CC(C)Oc1ccc(N2CC(C(=O)OCC(=O)NCc3ccccc3)CC2=O)cc1. The result is 0 (non-inhibitor). (5) The molecule is O=[N+]([O-])c1cccc(-c2nc(-c3cccs3)c(-c3cccs3)[nH]2)c1. The result is 1 (inhibitor). (6) The drug is C=Cn1ccnc1P(=S)(c1nccn1C=C)C1CCCCC1. The result is 1 (inhibitor).